From a dataset of Full USPTO retrosynthesis dataset with 1.9M reactions from patents (1976-2016). Predict the reactants needed to synthesize the given product. Given the product [NH2:21][CH2:20][C:17]1[CH:18]=[CH:19][C:14]([C:10]2[N:9]=[C:8]([NH:7][C:6](=[O:5])[OH:22])[CH:13]=[CH:12][CH:11]=2)=[CH:15][CH:16]=1, predict the reactants needed to synthesize it. The reactants are: C([O:5][C:6](=[O:22])[NH:7][C:8]1[CH:13]=[CH:12][CH:11]=[C:10]([C:14]2[CH:19]=[CH:18][C:17]([C:20]#[N:21])=[CH:16][CH:15]=2)[N:9]=1)(C)(C)C.